From a dataset of Forward reaction prediction with 1.9M reactions from USPTO patents (1976-2016). Predict the product of the given reaction. (1) Given the reactants [Cl:1][C:2]1[CH:3]=[CH:4][C:5]2[C:6]3[C:11]([CH:12]([CH3:27])[N:13]([S:16]([C:19]4[CH:24]=[CH:23][CH:22]=[C:21]([O:25]C)[CH:20]=4)(=[O:18])=[O:17])[C:14]=2[CH:15]=1)=[CH:10][CH:9]=[CH:8][CH:7]=3.C1CCCCC=1.B(Br)(Br)Br, predict the reaction product. The product is: [Cl:1][C:2]1[CH:3]=[CH:4][C:5]2[C:6]3[C:11]([CH:12]([CH3:27])[N:13]([S:16]([C:19]4[CH:20]=[C:21]([OH:25])[CH:22]=[CH:23][CH:24]=4)(=[O:18])=[O:17])[C:14]=2[CH:15]=1)=[CH:10][CH:9]=[CH:8][CH:7]=3. (2) Given the reactants [Cl:1][C:2]1[CH:3]=[CH:4][C:5]([C@@:8]([NH:30][C:31]([NH:33][CH2:34][C:35]([F:39])([F:38])[CH2:36][OH:37])=[O:32])([C:16]2[CH:21]=[C:20]([O:22][C:23]([F:28])([F:27])[CH:24]([F:26])[F:25])[CH:19]=[C:18]([F:29])[CH:17]=2)[CH2:9][C:10]2[CH:15]=[CH:14][CH:13]=[CH:12][CH:11]=2)=[N:6][CH:7]=1.[H-].[Na+].Br[CH2:43][C:44]([O:46][C:47]([CH3:50])([CH3:49])[CH3:48])=[O:45], predict the reaction product. The product is: [Cl:1][C:2]1[CH:3]=[CH:4][C:5]([C@@:8]([NH:30][C:31](=[O:32])[NH:33][CH2:34][C:35]([F:38])([F:39])[CH2:36][O:37][CH2:43][C:44]([O:46][C:47]([CH3:50])([CH3:49])[CH3:48])=[O:45])([C:16]2[CH:21]=[C:20]([O:22][C:23]([F:27])([F:28])[CH:24]([F:26])[F:25])[CH:19]=[C:18]([F:29])[CH:17]=2)[CH2:9][C:10]2[CH:11]=[CH:12][CH:13]=[CH:14][CH:15]=2)=[N:6][CH:7]=1. (3) Given the reactants C1(C[N:8]2[CH2:13][CH2:12][CH:11]([N:14]3[CH:18]=[N:17][NH:16][C:15]3=[O:19])[CH2:10][CH2:9]2)C=CC=CC=1.C1CCC=CC=1.C(O)C, predict the reaction product. The product is: [NH:8]1[CH2:9][CH2:10][CH:11]([N:14]2[CH:18]=[N:17][NH:16][C:15]2=[O:19])[CH2:12][CH2:13]1. (4) Given the reactants ClC1C=CC(OC)=C(C=1)CC1C(=O)N(C(NC(CC)C([NH:22][CH2:23][C:24]([O:26][C:27](C)(C)C)=O)=O)=O)CC(=O)NC1.ClC1C=CC(OC)=C(C=1)CC1C(=O)N(C(N[C@H](CC)C(O)=O)=O)CC(=O)NC1.[Cl:65][C:66]1[CH:74]=[CH:73][C:72]([S:75]([N:78]2[C:84](=[O:85])[CH:83]([CH2:86][C:87]3[CH:92]=[C:91]([Cl:93])[CH:90]=[CH:89][C:88]=3[O:94][CH3:95])[CH2:82][NH:81][C:80](=[O:96])[CH2:79]2)(=[O:77])=[O:76])=[CH:71][C:67]=1[C:68]([OH:70])=O.Cl.C(OC(=O)CN)(C)(C)C.COCCN, predict the reaction product. The product is: [Cl:65][C:66]1[CH:74]=[CH:73][C:72]([S:75]([N:78]2[C:84](=[O:85])[CH:83]([CH2:86][C:87]3[CH:92]=[C:91]([Cl:93])[CH:90]=[CH:89][C:88]=3[O:94][CH3:95])[CH2:82][NH:81][C:80](=[O:96])[CH2:79]2)(=[O:76])=[O:77])=[CH:71][C:67]=1[C:68]([NH:22][CH2:23][CH2:24][O:26][CH3:27])=[O:70]. (5) Given the reactants [C:1]([OH:4])(=O)[CH3:2].[F:5][C:6]([F:16])([F:15])[C:7]1[CH:8]=[C:9]([CH:12]=[CH:13][CH:14]=1)[CH2:10][NH2:11].[CH:17]1[CH:18]=[CH:19][C:20]2N(O)N=N[C:21]=2[CH:22]=1.[CH3:27][CH2:28][N:29]=[C:30]=[N:31][CH2:32][CH2:33][CH2:34]N(C)C.[ClH:38].CN(C)C=[O:42], predict the reaction product. The product is: [Cl:38][C:17]1[CH:18]=[CH:19][C:20]([C:30]2[N:31]([CH:32]3[CH2:33][CH2:34]3)[C:27](=[O:42])[N:28]([CH2:2][C:1]([NH:11][CH2:10][C:9]3[CH:12]=[CH:13][CH:14]=[C:7]([C:6]([F:15])([F:16])[F:5])[CH:8]=3)=[O:4])[CH:29]=2)=[CH:21][CH:22]=1.